This data is from Peptide-MHC class II binding affinity with 134,281 pairs from IEDB. The task is: Regression. Given a peptide amino acid sequence and an MHC pseudo amino acid sequence, predict their binding affinity value. This is MHC class II binding data. (1) The peptide sequence is YKLIDNSLILLECFV. The MHC is DRB4_0101 with pseudo-sequence DRB4_0103. The binding affinity (normalized) is 0.583. (2) The peptide sequence is AGAWRTAAVELARAL. The MHC is HLA-DPA10103-DPB10201 with pseudo-sequence HLA-DPA10103-DPB10201. The binding affinity (normalized) is 0.446. (3) The peptide sequence is PELQIVDKIDAAFKI. The MHC is DRB5_0101 with pseudo-sequence DRB5_0101. The binding affinity (normalized) is 0.602. (4) The peptide sequence is GEIQIVDKIDAAFKI. The MHC is DRB1_0101 with pseudo-sequence DRB1_0101. The binding affinity (normalized) is 0.603. (5) The peptide sequence is SASVLSFMDKGIPFM. The MHC is DRB3_0101 with pseudo-sequence DRB3_0101. The binding affinity (normalized) is 0.590. (6) The peptide sequence is ILGAAVNGKKSAHGS. The MHC is DRB3_0101 with pseudo-sequence DRB3_0101. The binding affinity (normalized) is 0. (7) The peptide sequence is SSAGGFFTSVGKGIH. The MHC is DRB1_0901 with pseudo-sequence DRB1_0901. The binding affinity (normalized) is 0.531. (8) The peptide sequence is ADVILPIGTRSVETD. The MHC is DRB4_0103 with pseudo-sequence DRB4_0103. The binding affinity (normalized) is 0.628.